From a dataset of Catalyst prediction with 721,799 reactions and 888 catalyst types from USPTO. Predict which catalyst facilitates the given reaction. Reactant: [CH3:1][N:2]([CH3:20])[C:3]([N:5]1[CH2:9][CH:8]2[CH2:10][C:11]([CH:15]3[CH2:19][CH2:18][CH2:17][CH2:16]3)([CH:13]=[O:14])[CH2:12][CH:7]2[CH2:6]1)=[O:4].O.O.P([O-])(O)(O)=[O:24].[Na+].Cl([O-])=O.[Na+].CC(=CC)C. Product: [CH:15]1([C:11]2([C:13]([OH:24])=[O:14])[CH2:12][CH:7]3[CH2:6][N:5]([C:3](=[O:4])[N:2]([CH3:20])[CH3:1])[CH2:9][CH:8]3[CH2:10]2)[CH2:19][CH2:18][CH2:17][CH2:16]1. The catalyst class is: 30.